The task is: Predict which catalyst facilitates the given reaction.. This data is from Catalyst prediction with 721,799 reactions and 888 catalyst types from USPTO. (1) Reactant: CN(C(ON1N=NC2C=CC=CC1=2)=[N+](C)C)C.F[P-](F)(F)(F)(F)F.[C:25]([O:29][C:30]([NH:32][C@@H:33]([CH2:51][C@H:52]([CH2:56][C:57]1[CH:62]=[CH:61][C:60]([O:63][CH3:64])=[C:59]([O:65][CH2:66][CH2:67][CH2:68][O:69][CH3:70])[CH:58]=1)[CH:53]([CH3:55])[CH3:54])[C@@H:34]([O:43][Si:44]([C:47]([CH3:50])([CH3:49])[CH3:48])([CH3:46])[CH3:45])[CH2:35][C@@H:36]([CH:40]([CH3:42])[CH3:41])[C:37](O)=[O:38])=[O:31])([CH3:28])([CH3:27])[CH3:26].[CH2:71]([NH2:78])[C:72]1[CH:77]=[CH:76][CH:75]=[CH:74][CH:73]=1.CCOC(C)=O. Product: [C:25]([O:29][C:30](=[O:31])[NH:32][C@@H:33]([CH2:51][C@H:52]([CH2:56][C:57]1[CH:62]=[CH:61][C:60]([O:63][CH3:64])=[C:59]([O:65][CH2:66][CH2:67][CH2:68][O:69][CH3:70])[CH:58]=1)[CH:53]([CH3:54])[CH3:55])[C@@H:34]([O:43][Si:44]([C:47]([CH3:48])([CH3:50])[CH3:49])([CH3:45])[CH3:46])[CH2:35][C@H:36]([C:37](=[O:38])[NH:78][CH2:71][C:72]1[CH:77]=[CH:76][CH:75]=[CH:74][CH:73]=1)[CH:40]([CH3:41])[CH3:42])([CH3:26])([CH3:28])[CH3:27]. The catalyst class is: 444. (2) Reactant: Cl[C:2](Cl)([O:4]C(=O)OC(Cl)(Cl)Cl)Cl.[CH:13]1([NH:16][C:17]2[C:18]3[CH:39]=[CH:38][NH:37][C:19]=3[N:20]=[CH:21][C:22]=2[CH2:23][NH:24][C:25]2[C:30]([F:31])=[C:29]([O:32][CH3:33])[CH:28]=[C:27]([O:34][CH3:35])[C:26]=2[F:36])[CH2:15][CH2:14]1.C(N(CC)CC)C.[OH-].[Na+]. Product: [CH:13]1([N:16]2[C:17]3[C:18]4[CH:39]=[CH:38][NH:37][C:19]=4[N:20]=[CH:21][C:22]=3[CH2:23][N:24]([C:25]3[C:30]([F:31])=[C:29]([O:32][CH3:33])[CH:28]=[C:27]([O:34][CH3:35])[C:26]=3[F:36])[C:2]2=[O:4])[CH2:15][CH2:14]1. The catalyst class is: 7. (3) Reactant: [Cl:1][C:2]1[CH:7]=[CH:6][C:5]([CH:8]([CH:16]2[CH2:18][CH2:17]2)[CH:9]([CH3:15])[C:10]([O:12]CC)=[O:11])=[CH:4][C:3]=1[NH:19][C:20](=[O:35])[C@H:21]([C:28]1[CH:33]=[CH:32][C:31]([Cl:34])=[CH:30][CH:29]=1)[C@@H:22]([CH3:27])[C:23]([F:26])([F:25])[F:24].O.[OH-].[Li+].Cl. Product: [Cl:1][C:2]1[CH:7]=[CH:6][C:5]([CH:8]([CH:16]2[CH2:18][CH2:17]2)[CH:9]([CH3:15])[C:10]([OH:12])=[O:11])=[CH:4][C:3]=1[NH:19][C:20](=[O:35])[CH:21]([C:28]1[CH:33]=[CH:32][C:31]([Cl:34])=[CH:30][CH:29]=1)[C@@H:22]([CH3:27])[C:23]([F:26])([F:25])[F:24]. The catalyst class is: 200. (4) Reactant: [Cl:1][C:2]1[CH:7]=[CH:6][CH:5]=[CH:4][C:3]=1[N:8]1[CH2:14][C:13]2[CH:15]=[CH:16][C:17]([C:19](OC)=[O:20])=[CH:18][C:12]=2[O:11][CH2:10][C@@H:9]1[CH3:23].[NH2:24][OH:25].[OH-].[Na+]. Product: [Cl:1][C:2]1[CH:7]=[CH:6][CH:5]=[CH:4][C:3]=1[N:8]1[CH2:14][C:13]2[CH:15]=[CH:16][C:17]([C:19]([NH:24][OH:25])=[O:20])=[CH:18][C:12]=2[O:11][CH2:10][C@@H:9]1[CH3:23]. The catalyst class is: 36. (5) Reactant: [NH2:1][C:2]1[C:7]([CH3:8])=[CH:6][C:5]([OH:9])=[C:4]([CH3:10])[CH:3]=1.[C:11](O[C:11]([O:13][C:14]([CH3:17])([CH3:16])[CH3:15])=[O:12])([O:13][C:14]([CH3:17])([CH3:16])[CH3:15])=[O:12]. Product: [OH:9][C:5]1[C:4]([CH3:10])=[CH:3][C:2]([NH:1][C:11](=[O:12])[O:13][C:14]([CH3:17])([CH3:16])[CH3:15])=[C:7]([CH3:8])[CH:6]=1. The catalyst class is: 7. (6) Reactant: O[C:2]([C:15]1[CH:27]=[CH:26][C:18]2[N:19]([CH2:23][O:24][CH3:25])[C:20](=[O:22])[S:21][C:17]=2[CH:16]=1)([C:4]1[N:5]=[C:6]([C:9]2[CH:14]=[CH:13][CH:12]=[CH:11][N:10]=2)[S:7][CH:8]=1)[CH3:3].C([SiH](CC)CC)C.FC(F)(F)C(O)=O. Product: [CH3:25][O:24][CH2:23][N:19]1[C:18]2[CH:26]=[CH:27][C:15]([CH:2]([C:4]3[N:5]=[C:6]([C:9]4[CH:14]=[CH:13][CH:12]=[CH:11][N:10]=4)[S:7][CH:8]=3)[CH3:3])=[CH:16][C:17]=2[S:21][C:20]1=[O:22]. The catalyst class is: 4. (7) Reactant: [C:1]([O:5][C:6]([NH:8][C@@H:9]1[CH2:14][CH2:13][CH2:12][N:11]([C:15]2[N:23]([CH2:24][C:25]3[CH:30]=[C:29]([F:31])[CH:28]=[CH:27][C:26]=3[Cl:32])[C:22]3[C:21](=[O:33])[NH:20][C:19](=[O:34])[N:18]([CH3:35])[C:17]=3[C:16]=2[C:36]([O:38][CH3:39])=[O:37])[CH2:10]1)=[O:7])([CH3:4])([CH3:3])[CH3:2].Br[CH2:41][C:42]([C:44]1[CH:49]=[CH:48][CH:47]=[CH:46][CH:45]=1)=[O:43].C(=O)([O-])[O-].[K+].[K+].O. Product: [C:1]([O:5][C:6]([NH:8][C@@H:9]1[CH2:14][CH2:13][CH2:12][N:11]([C:15]2[N:23]([CH2:24][C:25]3[CH:30]=[C:29]([F:31])[CH:28]=[CH:27][C:26]=3[Cl:32])[C:22]3[C:21](=[O:33])[N:20]([CH2:41][C:42](=[O:43])[C:44]4[CH:49]=[CH:48][CH:47]=[CH:46][CH:45]=4)[C:19](=[O:34])[N:18]([CH3:35])[C:17]=3[C:16]=2[C:36]([O:38][CH3:39])=[O:37])[CH2:10]1)=[O:7])([CH3:4])([CH3:3])[CH3:2]. The catalyst class is: 9.